From a dataset of Forward reaction prediction with 1.9M reactions from USPTO patents (1976-2016). Predict the product of the given reaction. (1) Given the reactants O[CH2:2][C:3]1[CH:12]=[N:11][C:10]2[N:9]3[CH2:13][CH2:14][CH2:15][C@H:8]3[C:7](=[O:16])[NH:6][C:5]=2[CH:4]=1.Cl.[Cl:18][C:19]1[CH:24]=[CH:23][C:22]([N:25]2[CH2:30][CH2:29][NH:28][CH2:27][CH2:26]2)=[CH:21][CH:20]=1.C(N(CC)C(C)C)(C)C.[I-].C(C[P+](C)(C)C)#N, predict the reaction product. The product is: [Cl:18][C:19]1[CH:20]=[CH:21][C:22]([N:25]2[CH2:30][CH2:29][N:28]([CH2:2][C:3]3[CH:12]=[N:11][C:10]4[N:9]5[CH2:13][CH2:14][CH2:15][C@H:8]5[C:7](=[O:16])[NH:6][C:5]=4[CH:4]=3)[CH2:27][CH2:26]2)=[CH:23][CH:24]=1. (2) Given the reactants C([O:3][C:4](=[O:40])[C:5]([O:8][C:9]1[CH:14]=[CH:13][C:12]([O:15][CH2:16][CH:17]([CH3:39])[CH2:18][O:19][C:20]2[CH:25]=[CH:24][C:23]([O:26][C:27]([F:30])([F:29])[F:28])=[CH:22][C:21]=2[C:31](=[O:38])[C:32]2[CH:37]=[CH:36][CH:35]=[CH:34][CH:33]=2)=[CH:11][CH:10]=1)([CH3:7])[CH3:6])C.[OH-].[Na+], predict the reaction product. The product is: [C:31]([C:21]1[CH:22]=[C:23]([O:26][C:27]([F:28])([F:29])[F:30])[CH:24]=[CH:25][C:20]=1[O:19][CH2:18][CH:17]([CH3:39])[CH2:16][O:15][C:12]1[CH:11]=[CH:10][C:9]([O:8][C:5]([CH3:7])([CH3:6])[C:4]([OH:40])=[O:3])=[CH:14][CH:13]=1)(=[O:38])[C:32]1[CH:33]=[CH:34][CH:35]=[CH:36][CH:37]=1. (3) Given the reactants [H-].[Na+].[I:3][C:4]1[C:8]([C:9]([O:11][CH2:12][CH3:13])=[O:10])=[CH:7][NH:6][N:5]=1.I[CH2:15][CH3:16], predict the reaction product. The product is: [CH2:15]([N:6]1[CH:7]=[C:8]([C:9]([O:11][CH2:12][CH3:13])=[O:10])[C:4]([I:3])=[N:5]1)[CH3:16]. (4) Given the reactants [C:1]1([C:7]2[O:8][C:9]([C:15]([F:18])([F:17])[F:16])=[C:10]([C:12]([OH:14])=O)[N:11]=2)[CH:6]=[CH:5][CH:4]=[CH:3][CH:2]=1.[CH3:19][O:20][CH2:21][CH2:22][CH2:23][NH:24][C:25]1[CH:30]=[CH:29][C:28]([NH2:31])=[CH:27][N:26]=1, predict the reaction product. The product is: [CH3:19][O:20][CH2:21][CH2:22][CH2:23][NH:24][C:25]1[N:26]=[CH:27][C:28]([NH:31][C:12]([C:10]2[N:11]=[C:7]([C:1]3[CH:2]=[CH:3][CH:4]=[CH:5][CH:6]=3)[O:8][C:9]=2[C:15]([F:18])([F:17])[F:16])=[O:14])=[CH:29][CH:30]=1. (5) Given the reactants [CH2:1]([O:8][C:9]1[C:18](=[O:19])[N:17]2[C:12]([C:13]([CH3:21])([CH3:20])[O:14][CH2:15][CH2:16]2)=[N:11][C:10]=1[C:22](O)=[O:23])[C:2]1[CH:7]=[CH:6][CH:5]=[CH:4][CH:3]=1.[NH2:25][CH2:26][C:27]1[CH:32]=[CH:31][C:30]([F:33])=[CH:29][C:28]=1[N:34]1[CH2:38][CH2:37][CH2:36][C:35]1=[O:39], predict the reaction product. The product is: [F:33][C:30]1[CH:31]=[CH:32][C:27]([CH2:26][NH:25][C:22]([C:10]2[N:11]=[C:12]3[N:17]([C:18](=[O:19])[C:9]=2[O:8][CH2:1][C:2]2[CH:3]=[CH:4][CH:5]=[CH:6][CH:7]=2)[CH2:16][CH2:15][O:14][C:13]3([CH3:21])[CH3:20])=[O:23])=[C:28]([N:34]2[CH2:38][CH2:37][CH2:36][C:35]2=[O:39])[CH:29]=1. (6) Given the reactants Cl.[OH:2][C:3]1[C:11]2[C:6](=[CH:7][N:8]=[CH:9][CH:10]=2)[O:5][C:4]=1[C:12]([NH2:14])=[NH:13].C[O-].[Na+].[CH3:18][O:19][CH:20]([O:28]C)/[C:21](/[C:24](OC)=O)=[CH:22]/[O-].[Na+], predict the reaction product. The product is: [OH:2][C:3]1[C:11]2[C:6](=[CH:7][N:8]=[CH:9][CH:10]=2)[O:5][C:4]=1[C:12]1[N:14]=[CH:24][C:21]([C:20]([O:19][CH3:18])=[O:28])=[CH:22][N:13]=1.